Dataset: Catalyst prediction with 721,799 reactions and 888 catalyst types from USPTO. Task: Predict which catalyst facilitates the given reaction. (1) Reactant: [Mg].II.Br[CH2:5][C:6]1[CH:11]=[C:10]([F:12])[CH:9]=[CH:8][C:7]=1[F:13].[CH2:14]([N:21]1[CH2:26][CH2:25][C:24](=[O:27])[CH2:23][CH2:22]1)[C:15]1[CH:20]=[CH:19][CH:18]=[CH:17][CH:16]=1.[NH4+].[Cl-]. Product: [CH2:14]([N:21]1[CH2:26][CH2:25][C:24]([CH2:5][C:6]2[CH:11]=[C:10]([F:12])[CH:9]=[CH:8][C:7]=2[F:13])([OH:27])[CH2:23][CH2:22]1)[C:15]1[CH:16]=[CH:17][CH:18]=[CH:19][CH:20]=1. The catalyst class is: 27. (2) Reactant: F[B-](F)(F)F.[CH3:6][O+](C)C.C(C1C=CC=C(C(C)(C)C)N=1)(C)(C)C.[CH2:24]([O:31][C:32](=[O:45])[NH:33][C:34]1[C:35]([OH:44])=[N:36][C:37]([CH2:40][CH2:41][CH:42]=[CH2:43])=[CH:38][CH:39]=1)[C:25]1[CH:30]=[CH:29][CH:28]=[CH:27][CH:26]=1. Product: [CH2:24]([O:31][C:32](=[O:45])[NH:33][C:34]1[C:35]([O:44][CH3:6])=[N:36][C:37]([CH2:40][CH2:41][CH:42]=[CH2:43])=[CH:38][CH:39]=1)[C:25]1[CH:30]=[CH:29][CH:28]=[CH:27][CH:26]=1. The catalyst class is: 2. (3) Reactant: [F:1][C:2]1[CH:7]=[CH:6][C:5]([C:8]2[C:9]([C:14]([O:16]CC)=[O:15])=[CH:10][CH:11]=[CH:12][CH:13]=2)=[CH:4][CH:3]=1.[OH-].[Na+]. Product: [F:1][C:2]1[CH:3]=[CH:4][C:5]([C:8]2[C:9]([C:14]([OH:16])=[O:15])=[CH:10][CH:11]=[CH:12][CH:13]=2)=[CH:6][CH:7]=1. The catalyst class is: 8. (4) Reactant: C(Cl)(=O)C(Cl)=O.CN(C)C=O.[C:12]([O:16][C:17](=[O:24])[NH:18][CH:19]([C:21](=O)[NH2:22])[CH3:20])([CH3:15])([CH3:14])[CH3:13].N1C=CC=CC=1. Product: [C:12]([O:16][C:17](=[O:24])[NH:18][CH:19]([C:21]#[N:22])[CH3:20])([CH3:13])([CH3:14])[CH3:15]. The catalyst class is: 10. (5) Reactant: [CH2:1]([O:8][C:9]1[CH:14]=[C:13]([O:15][CH2:16][C:17]2[CH:22]=[CH:21][CH:20]=[CH:19][CH:18]=2)C(C=O)=[CH:11][C:10]=1[CH2:25][CH2:26][CH2:27][O:28][CH2:29][CH2:30][CH2:31][O:32][CH2:33][CH2:34][CH2:35][C:36]1[CH:41]=[C:40]([CH:42]=O)[C:39]([O:44][CH2:45][C:46]2[CH:51]=[CH:50][CH:49]=[CH:48][CH:47]=2)=[CH:38][C:37]=1[O:52][CH2:53][C:54]1[CH:59]=[CH:58][CH:57]=[CH:56][CH:55]=1)[C:2]1[CH:7]=[CH:6][CH:5]=[CH:4][CH:3]=1.Cl.[NH2:61]O.C([N:65]([CH2:68][CH3:69])CC)C.C1(=O)OC(=O)C2=CC=CC=C12. Product: [C:42]([C:40]1[C:39]([O:44][CH2:45][C:46]2[CH:51]=[CH:50][CH:49]=[CH:48][CH:47]=2)=[CH:38][C:37]([O:52][CH2:53][C:54]2[CH:59]=[CH:58][CH:57]=[CH:56][CH:55]=2)=[C:36]([CH2:35][CH2:34][CH2:33][O:32][CH2:31][CH2:30][CH2:29][O:28][CH2:27][CH2:26][CH2:25][C:10]2[CH:11]=[C:69]([C:68]#[N:65])[C:13]([O:15][CH2:16][C:17]3[CH:22]=[CH:21][CH:20]=[CH:19][CH:18]=3)=[CH:14][C:9]=2[O:8][CH2:1][C:2]2[CH:7]=[CH:6][CH:5]=[CH:4][CH:3]=2)[CH:41]=1)#[N:61]. The catalyst class is: 23. (6) Reactant: [Cl:1][C:2]1[C:3]2[C:10]([NH:11][C@H:12]([C@@H:27]([OH:29])[CH3:28])[C:13]([NH:15][NH:16][C:17](=O)[C:18]3[CH:23]=[CH:22][C:21]([C:24]#[N:25])=[CH:20][CH:19]=3)=[O:14])=[CH:9][CH:8]=[C:7]([C:30]#[N:31])[C:4]=2[S:5][CH:6]=1.CCN(P1(N(C)CCCN1C)=NC(C)(C)C)CC.CO. Product: [Cl:1][C:2]1[C:3]2[C:10]([NH:11][C@@H:12]([C:13]3[O:14][C:17]([C:18]4[CH:19]=[CH:20][C:21]([C:24]#[N:25])=[CH:22][CH:23]=4)=[N:16][N:15]=3)[C@@H:27]([OH:29])[CH3:28])=[CH:9][CH:8]=[C:7]([C:30]#[N:31])[C:4]=2[S:5][CH:6]=1. The catalyst class is: 1.